This data is from Reaction yield outcomes from USPTO patents with 853,638 reactions. The task is: Predict the reaction yield, written as a fraction of the theoretical maximum amount of product (1.0 means a 100% yield; for example, 0.34 means a 34% yield). (1) The reactants are [I:1][C:2]1[CH:3]=[N:4][NH:5][CH:6]=1.[H-].[Na+].[C:9]([O:13][C:14]([N:16]1[CH2:21][CH2:20][CH:19](OS(C)(=O)=O)[CH2:18][CH2:17]1)=[O:15])([CH3:12])([CH3:11])[CH3:10]. The catalyst is CN(C)C=O. The product is [C:9]([O:13][C:14]([N:16]1[CH2:21][CH2:20][CH:19]([N:4]2[CH:3]=[C:2]([I:1])[CH:6]=[N:5]2)[CH2:18][CH2:17]1)=[O:15])([CH3:12])([CH3:10])[CH3:11]. The yield is 0.687. (2) The reactants are [CH2:1]([N:8]1[C:14](=O)[C:13]2[C:16]([Br:20])=[CH:17][CH:18]=[CH:19][C:12]=2[O:11][CH2:10][CH2:9]1)[C:2]1[CH:7]=[CH:6][CH:5]=[CH:4][CH:3]=1.B.O1CCCC1.CO.[OH-].[Na+]. The catalyst is O1CCCC1. The product is [CH2:1]([N:8]1[CH2:14][C:13]2[C:16]([Br:20])=[CH:17][CH:18]=[CH:19][C:12]=2[O:11][CH2:10][CH2:9]1)[C:2]1[CH:3]=[CH:4][CH:5]=[CH:6][CH:7]=1. The yield is 0.0950. (3) The reactants are Br[C:2]1[S:6][C:5]([C:7]([O:9][CH2:10][CH3:11])=[O:8])=[CH:4][CH:3]=1.[F:12][C:13]([F:24])([F:23])[C:14]1[CH:15]=[C:16](B(O)O)[CH:17]=[CH:18][CH:19]=1.C(=O)([O-])[O-].[Na+].[Na+].O. The catalyst is O.O1CCOCC1.C1C=CC([P]([Pd]([P](C2C=CC=CC=2)(C2C=CC=CC=2)C2C=CC=CC=2)([P](C2C=CC=CC=2)(C2C=CC=CC=2)C2C=CC=CC=2)[P](C2C=CC=CC=2)(C2C=CC=CC=2)C2C=CC=CC=2)(C2C=CC=CC=2)C2C=CC=CC=2)=CC=1. The product is [F:12][C:13]([F:24])([F:23])[C:14]1[CH:19]=[C:18]([C:2]2[S:6][C:5]([C:7]([O:9][CH2:10][CH3:11])=[O:8])=[CH:4][CH:3]=2)[CH:17]=[CH:16][CH:15]=1. The yield is 0.830. (4) The reactants are [Cl:1][C:2]1[N:10]=[CH:9][CH:8]=[CH:7][C:3]=1[C:4](O)=O.[F:11][C:12]1[CH:13]=[C:14]([NH2:20])[C:15]([NH2:19])=[CH:16][C:17]=1[F:18]. No catalyst specified. The product is [Cl:1][C:2]1[C:3]([C:4]2[NH:19][C:15]3[CH:16]=[C:17]([F:18])[C:12]([F:11])=[CH:13][C:14]=3[N:20]=2)=[CH:7][CH:8]=[CH:9][N:10]=1. The yield is 0.480.